This data is from Reaction yield outcomes from USPTO patents with 853,638 reactions. The task is: Predict the reaction yield, written as a fraction of the theoretical maximum amount of product (1.0 means a 100% yield; for example, 0.34 means a 34% yield). (1) The reactants are [CH3:1][O:2][C:3](=[O:32])[CH2:4][CH2:5][C:6]1[CH:11]=[CH:10][C:9]([O:12][CH2:13][CH:14]([C:16]2[O:20][C:19]([C:21]3[CH:26]=[CH:25][C:24](Br)=[CH:23][CH:22]=3)=[N:18][C:17]=2[CH:28]([CH3:30])[CH3:29])[CH3:15])=[CH:8][C:7]=1[CH3:31].[B:33]1([B:33]2[O:37][C:36]([CH3:39])([CH3:38])[C:35]([CH3:41])([CH3:40])[O:34]2)[O:37][C:36]([CH3:39])([CH3:38])[C:35]([CH3:41])([CH3:40])[O:34]1.CC([O-])=O.[K+]. The catalyst is CS(C)=O. The product is [CH3:1][O:2][C:3](=[O:32])[CH2:4][CH2:5][C:6]1[CH:11]=[CH:10][C:9]([O:12][CH2:13][CH:14]([C:16]2[O:20][C:19]([C:21]3[CH:26]=[CH:25][C:24]([B:33]4[O:37][C:36]([CH3:39])([CH3:38])[C:35]([CH3:41])([CH3:40])[O:34]4)=[CH:23][CH:22]=3)=[N:18][C:17]=2[CH:28]([CH3:30])[CH3:29])[CH3:15])=[CH:8][C:7]=1[CH3:31]. The yield is 0.870. (2) The reactants are [Cl:1][C:2]1[N:7]=[N:6][C:5]([NH:8][NH2:9])=[C:4]([C:10]([OH:12])=[O:11])[CH:3]=1.[CH3:13][C:14](O)=O. No catalyst specified. The product is [Cl:1][C:2]1[CH:3]=[C:4]([C:10]([OH:12])=[O:11])[C:5]2[N:6]([C:13]([CH3:14])=[N:9][N:8]=2)[N:7]=1. The yield is 0.730. (3) The reactants are [SH:1][CH2:2][C:3]([NH2:5])=[O:4].[H-].[Na+].[NH2:8][CH2:9][C:10]1[N:11]([CH2:28][CH:29]([CH3:31])[CH3:30])[C:12](=[O:27])[C:13]2[C:18]([C:19]=1[C:20]1[CH:25]=[CH:24][CH:23]=[CH:22][CH:21]=1)=[CH:17][C:16](Br)=[CH:15][CH:14]=2. The catalyst is CN(C)C=O. The product is [NH2:8][CH2:9][C:10]1[N:11]([CH2:28][CH:29]([CH3:31])[CH3:30])[C:12](=[O:27])[C:13]2[C:18]([C:19]=1[C:20]1[CH:21]=[CH:22][CH:23]=[CH:24][CH:25]=1)=[CH:17][C:16]([S:1][CH2:2][C:3]([NH2:5])=[O:4])=[CH:15][CH:14]=2. The yield is 0.500. (4) The reactants are [Br:1][C:2]1[CH:21]=[CH:20][CH:19]=[CH:18][C:3]=1[C:4]([N:6]1[CH2:11][CH2:10][N:9]([C:12](=[O:17])[CH2:13][C:14]([OH:16])=O)[CH2:8][CH2:7]1)=[O:5].CCN=C=NCCCN(C)C.C1C=CC2N(O)N=NC=2C=1.[S:43]1[CH:47]=[CH:46][C:45]([C:48]2[CH:53]=[CH:52][C:51]([NH2:54])=[CH:50][CH:49]=2)=[CH:44]1. The catalyst is CN(C1C=CN=CC=1)C.CN(C=O)C.O. The product is [Br:1][C:2]1[CH:21]=[CH:20][CH:19]=[CH:18][C:3]=1[C:4]([N:6]1[CH2:7][CH2:8][N:9]([C:12](=[O:17])[CH2:13][C:14]([NH:54][C:51]2[CH:50]=[CH:49][C:48]([C:45]3[CH:46]=[CH:47][S:43][CH:44]=3)=[CH:53][CH:52]=2)=[O:16])[CH2:10][CH2:11]1)=[O:5]. The yield is 0.192. (5) The reactants are [CH2:1]([Si:3]([CH2:8][CH3:9])([CH2:6][CH3:7])[C:4]#[CH:5])[CH3:2].C(N(CC)CC)C.Br[C:18]1[C:19]([NH2:25])=[N:20][CH:21]=[C:22]([Br:24])[N:23]=1. The catalyst is O1CCCC1.CCOC(C)=O.[NH4+].[OH-].[Cu]I.Cl[Pd](Cl)([P](C1C=CC=CC=1)(C1C=CC=CC=1)C1C=CC=CC=1)[P](C1C=CC=CC=1)(C1C=CC=CC=1)C1C=CC=CC=1. The product is [Br:24][C:22]1[N:23]=[C:18]([C:5]#[C:4][Si:3]([CH2:8][CH3:9])([CH2:6][CH3:7])[CH2:1][CH3:2])[C:19]([NH2:25])=[N:20][CH:21]=1. The yield is 0.910. (6) The reactants are C1COCC1.[F:6][C:7]1[CH:8]=[CH:9][C:10]2[N:11]([C:13]([CH2:23][C:24]3[N:28](C=C)[N:27]=[CH:26][N:25]=3)=[C:14]([C:16]3[CH:21]=[CH:20][C:19]([F:22])=[CH:18][CH:17]=3)[N:15]=2)[CH:12]=1.[BH4-].[Na+]. The catalyst is O.[OH-].[Na+].[Hg]. The product is [NH:28]1[C:24]([CH2:23][C:13]2[N:11]3[CH:12]=[C:7]([F:6])[CH:8]=[CH:9][C:10]3=[N:15][C:14]=2[C:16]2[CH:21]=[CH:20][C:19]([F:22])=[CH:18][CH:17]=2)=[N:25][CH:26]=[N:27]1. The yield is 0.300. (7) The reactants are [CH2:1]([O:8][C:9]([N:11]1[CH2:16][CH2:15][CH:14]([S:17][C:18]2[CH:23]=[CH:22][C:21]([Br:24])=[CH:20][CH:19]=2)[CH2:13][CH2:12]1)=[O:10])[C:2]1[CH:7]=[CH:6][CH:5]=[CH:4][CH:3]=1.B1([O-])OO1.[OH2:29].[OH2:30].O.O.[Na+]. The catalyst is CC(O)=O. The product is [CH2:1]([O:8][C:9]([N:11]1[CH2:16][CH2:15][CH:14]([S:17]([C:18]2[CH:19]=[CH:20][C:21]([Br:24])=[CH:22][CH:23]=2)(=[O:30])=[O:29])[CH2:13][CH2:12]1)=[O:10])[C:2]1[CH:3]=[CH:4][CH:5]=[CH:6][CH:7]=1. The yield is 0.930. (8) The reactants are [Cl:1][C:2]1[CH:7]=[CH:6][CH:5]=[CH:4][C:3]=1[C:8]1[C:19](=[O:20])[NH:18][C:11]2[N:12]=[C:13]([S:16][CH3:17])[N:14]=[CH:15][C:10]=2[CH:9]=1.O[CH2:22][CH2:23][C:24]1[CH:29]=[CH:28][C:27]([NH:30][C:31](=[O:37])[O:32][C:33]([CH3:36])([CH3:35])[CH3:34])=[CH:26][CH:25]=1.C1C=CC(P(C2C=CC=CC=2)C2C=CC=CC=2)=CC=1.CC(OC(/N=N/C(OC(C)C)=O)=O)C. The catalyst is O.CN(C)C=O. The product is [C:33]([O:32][C:31](=[O:37])[NH:30][C:27]1[CH:26]=[CH:25][C:24]([CH2:23][CH2:22][N:18]2[C:11]3[N:12]=[C:13]([S:16][CH3:17])[N:14]=[CH:15][C:10]=3[CH:9]=[C:8]([C:3]3[CH:4]=[CH:5][CH:6]=[CH:7][C:2]=3[Cl:1])[C:19]2=[O:20])=[CH:29][CH:28]=1)([CH3:36])([CH3:35])[CH3:34]. The yield is 0.600.